This data is from Full USPTO retrosynthesis dataset with 1.9M reactions from patents (1976-2016). The task is: Predict the reactants needed to synthesize the given product. (1) The reactants are: C(O)(C(F)(F)F)=O.[CH3:8][NH:9][C:10]1[N:15]=[CH:14][C:13]([C:16]2[N:17]=[C:18]([N:32]3[CH2:37][CH2:36][O:35][CH2:34][CH2:33]3)[C:19]3[CH:24]=[C:23]([CH2:25][N:26]4[CH2:31][CH2:30][NH:29][CH2:28][CH2:27]4)[S:22][C:20]=3[N:21]=2)=[CH:12][N:11]=1.[C:38](O)(=[O:42])[C@H:39]([CH3:41])[OH:40]. Given the product [OH:40][C@@H:39]([CH3:41])[C:38]([N:29]1[CH2:30][CH2:31][N:26]([CH2:25][C:23]2[S:22][C:20]3[N:21]=[C:16]([C:13]4[CH:14]=[N:15][C:10]([NH:9][CH3:8])=[N:11][CH:12]=4)[N:17]=[C:18]([N:32]4[CH2:33][CH2:34][O:35][CH2:36][CH2:37]4)[C:19]=3[CH:24]=2)[CH2:27][CH2:28]1)=[O:42], predict the reactants needed to synthesize it. (2) Given the product [CH:1]([C:4]1[CH:9]=[CH:8][CH:7]=[C:6]([CH:10]([CH3:12])[CH3:11])[C:5]=1[C:13]1[N:17]2[C:18]3[CH:19]=[CH:20][CH:21]=[CH:22][C:23]=3[C:24]3[CH:25]=[CH:26][C:27]([OH:30])=[CH:28][C:29]=3[C:16]2=[N:15][CH:14]=1)([CH3:2])[CH3:3], predict the reactants needed to synthesize it. The reactants are: [CH:1]([C:4]1[CH:9]=[CH:8][CH:7]=[C:6]([CH:10]([CH3:12])[CH3:11])[C:5]=1[C:13]1[N:17]2[C:18]3[CH:19]=[CH:20][CH:21]=[CH:22][C:23]=3[C:24]3[CH:25]=[CH:26][C:27]([O:30]C)=[CH:28][C:29]=3[C:16]2=[N:15][CH:14]=1)([CH3:3])[CH3:2].B(Br)(Br)Br.O.